Dataset: M1 muscarinic receptor antagonist screen with 61,756 compounds. Task: Binary Classification. Given a drug SMILES string, predict its activity (active/inactive) in a high-throughput screening assay against a specified biological target. (1) The compound is O(c1c(c2n(c3c(OC)ccc(c3)C)c(N)c(c2C#N)C#N)ccc(OC)c1OC)C. The result is 0 (inactive). (2) The molecule is S(=O)(=O)(Cc1oc(cc1)C(=O)NCCN(C)C)c1c(OC)cccc1. The result is 0 (inactive). (3) The molecule is FC(F)(F)c1nc(N2CCN(CC2)C(=O)c2occc2)c2nnn(c2n1)Cc1ccccc1. The result is 0 (inactive). (4) The molecule is Brc1ccc(OCC(OCc2oc(nn2)c2ccccc2)=O)cc1. The result is 0 (inactive).